Dataset: Forward reaction prediction with 1.9M reactions from USPTO patents (1976-2016). Task: Predict the product of the given reaction. (1) The product is: [CH2:30]([O:29][CH:4]([CH2:5][C:6]1[C:14]2[O:13][CH:12]=[CH:11][C:10]=2[C:9]([O:15][CH2:16][C:17]2[N:18]=[C:19]([C:23]3[CH:28]=[CH:27][CH:26]=[CH:25][CH:24]=3)[O:20][C:21]=2[CH3:22])=[CH:8][CH:7]=1)[C:3]([OH:32])=[O:2])[CH3:31]. Given the reactants C[O:2][C:3](=[O:32])[CH:4]([O:29][CH2:30][CH3:31])[CH2:5][C:6]1[C:14]2[O:13][CH:12]=[CH:11][C:10]=2[C:9]([O:15][CH2:16][C:17]2[N:18]=[C:19]([C:23]3[CH:28]=[CH:27][CH:26]=[CH:25][CH:24]=3)[O:20][C:21]=2[CH3:22])=[CH:8][CH:7]=1.[OH-].[Li+], predict the reaction product. (2) Given the reactants [CH3:1][O:2][C:3]1[CH:8]=[C:7]([CH3:9])[C:6]([C:10]2[C:15]([NH2:16])=[CH:14][C:13]([N:17]3[CH2:22][CH2:21][O:20][CH2:19][CH2:18]3)=[CH:12][N:11]=2)=[C:5]([CH3:23])[CH:4]=1.Cl[C:25]1[C:34]2[C:29](=[CH:30][C:31]([F:36])=[CH:32][C:33]=2[F:35])[N:28]=[C:27]([C:37]2[CH:42]=[CH:41][CH:40]=[CH:39][N:38]=2)[C:26]=1[CH3:43].C1(P(C2CCCCC2)C2C=CC=CC=2C2C(C(C)C)=CC(C(C)C)=CC=2C(C)C)CCCCC1.CC(C)([O-])C.[Na+], predict the reaction product. The product is: [F:35][C:33]1[CH:32]=[C:31]([F:36])[CH:30]=[C:29]2[C:34]=1[C:25]([NH:16][C:15]1[C:10]([C:6]3[C:7]([CH3:9])=[CH:8][C:3]([O:2][CH3:1])=[CH:4][C:5]=3[CH3:23])=[N:11][CH:12]=[C:13]([N:17]3[CH2:18][CH2:19][O:20][CH2:21][CH2:22]3)[CH:14]=1)=[C:26]([CH3:43])[C:27]([C:37]1[CH:42]=[CH:41][CH:40]=[CH:39][N:38]=1)=[N:28]2. (3) Given the reactants N1CCCC(C(O)=O)C1.CN([C:13]([O:17][N:18]1N=NC2C=CC=[N:24][C:19]1=2)=[N+:14](C)C)C.F[P-](F)(F)(F)(F)F.[CH:34]([N:37]([CH2:41][CH3:42])[CH:38]([CH3:40])C)([CH3:36])C.C(OCC)(=O)C, predict the reaction product. The product is: [CH2:42]1[CH:40]2[CH:36]([C:13]3[O:17][N:18]=[C:19]([NH2:24])[N:14]=3)[CH2:34][N:37]([CH2:38]2)[CH2:41]1. (4) Given the reactants [CH:1]([C:3]1[S:4][C:5]([C:8]([O:10][CH2:11][CH3:12])=[O:9])=[CH:6][N:7]=1)=[CH2:2].[H][H], predict the reaction product. The product is: [CH2:1]([C:3]1[S:4][C:5]([C:8]([O:10][CH2:11][CH3:12])=[O:9])=[CH:6][N:7]=1)[CH3:2]. (5) Given the reactants [CH3:1][O:2][C@@H:3]([C@@H:8]([C@@H:11]([CH2:13][OH:14])[OH:12])[O:9][CH3:10])[C@H:4]([OH:7])[CH2:5][OH:6].N1[CH:20]=[CH:19][CH:18]=[CH:17][CH:16]=1.[C:21](Cl)([C:34]1[CH:39]=[CH:38][CH:37]=[CH:36][CH:35]=1)([C:28]1[CH:33]=[CH:32][CH:31]=[CH:30][CH:29]=1)[C:22]1[CH:27]=[CH:26][CH:25]=[CH:24][CH:23]=1.[C:41](Cl)(=[O:48])[C:42]1[CH:47]=[CH:46][CH:45]=[CH:44][CH:43]=1.C([O:53][CH2:54][CH3:55])(=O)C, predict the reaction product. The product is: [C:41]([O:12][C@@H:11]([C@H:8]([C@@H:3]([C@@H:4]([CH2:5][O:6][C:21]([C:22]1[CH:27]=[CH:26][CH:25]=[CH:24][CH:23]=1)([C:34]1[CH:35]=[CH:36][CH:37]=[CH:38][CH:39]=1)[C:28]1[CH:29]=[CH:30][CH:31]=[CH:32][CH:33]=1)[O:7][C:54](=[O:53])[C:55]1[CH:20]=[CH:19][CH:18]=[CH:17][CH:16]=1)[O:2][CH3:1])[O:9][CH3:10])[CH2:13][O:14][C:21]([C:34]1[CH:39]=[CH:38][CH:37]=[CH:36][CH:35]=1)([C:28]1[CH:33]=[CH:32][CH:31]=[CH:30][CH:29]=1)[C:22]1[CH:27]=[CH:26][CH:25]=[CH:24][CH:23]=1)(=[O:48])[C:42]1[CH:47]=[CH:46][CH:45]=[CH:44][CH:43]=1. (6) Given the reactants [CH3:1][N:2]1[C:6]([C:7](O)=[O:8])=[C:5]([N+:10]([O-:12])=[O:11])[C:4]([CH2:13][CH2:14][CH3:15])=[N:3]1.C[N:17](C)C=O.S(Cl)(Cl)=O, predict the reaction product. The product is: [CH3:1][N:2]1[C:6]([C:7]([NH2:17])=[O:8])=[C:5]([N+:10]([O-:12])=[O:11])[C:4]([CH2:13][CH2:14][CH3:15])=[N:3]1. (7) Given the reactants Br[C:2]1[CH:3]=[C:4]([CH2:10][C:11]#[N:12])[CH:5]=[CH:6][C:7]=1[O:8][CH3:9].[B:13]1([B:13]2[O:17][C:16]([CH3:19])([CH3:18])[C:15]([CH3:21])([CH3:20])[O:14]2)[O:17][C:16]([CH3:19])([CH3:18])[C:15]([CH3:21])([CH3:20])[O:14]1, predict the reaction product. The product is: [CH3:9][O:8][C:7]1[CH:6]=[CH:5][C:4]([CH2:10][C:11]#[N:12])=[CH:3][C:2]=1[B:13]1[O:17][C:16]([CH3:19])([CH3:18])[C:15]([CH3:21])([CH3:20])[O:14]1. (8) Given the reactants [C-]#N.[K+].[Br:4][C:5]1[C:6]([N:12]([CH2:21][C:22]([CH3:25])([CH3:24])[CH3:23])[NH:13][C:14]([O:16][C:17]([CH3:20])([CH3:19])[CH3:18])=[O:15])=[N:7][C:8](Cl)=[N:9][CH:10]=1.C1N2CC[N:28](CC2)[CH2:27]1.O, predict the reaction product. The product is: [Br:4][C:5]1[C:6]([N:12]([CH2:21][C:22]([CH3:25])([CH3:24])[CH3:23])[NH:13][C:14]([O:16][C:17]([CH3:20])([CH3:19])[CH3:18])=[O:15])=[N:7][C:8]([C:27]#[N:28])=[N:9][CH:10]=1. (9) The product is: [CH3:44][C:38]([O:37][C:36]1[CH:46]=[CH:47][C:33]([O:32][CH:55]([C:49]2[CH:54]=[CH:53][CH:52]=[CH:51][CH:50]=2)[C:57]2[CH:61]=[C:60]([C:62]3[CH:63]=[CH:64][C:65]([C:68]([F:69])([F:70])[F:71])=[CH:66][CH:67]=3)[S:59][CH:58]=2)=[CH:34][C:35]=1[CH3:48])([CH3:45])[C:39]([O:41][CH2:42][CH3:43])=[O:40]. Given the reactants C(OC(=O)COC1C=CC(SCC2C=C(C3C=CC(C(F)(F)F)=CC=3)OC=2)=CC=1C)C.[OH:32][C:33]1[CH:47]=[CH:46][C:36]([O:37][C:38]([CH3:45])([CH3:44])[C:39]([O:41][CH2:42][CH3:43])=[O:40])=[C:35]([CH3:48])[CH:34]=1.[C:49]1([CH:55]([C:57]2[CH:61]=[C:60]([C:62]3[CH:67]=[CH:66][C:65]([C:68]([F:71])([F:70])[F:69])=[CH:64][CH:63]=3)[S:59][CH:58]=2)O)[CH:54]=[CH:53][CH:52]=[CH:51][CH:50]=1, predict the reaction product. (10) Given the reactants Br[C:2]1[CH:3]=[CH:4][CH:5]=[C:6]2[C:11]=1[N:10]=[C:9]([NH:12][C@H:13]1[CH2:18][CH2:17][C@H:16]([OH:19])[CH2:15][CH2:14]1)[N:8]=[CH:7]2.C1(C)C=CC=CC=1.CCN(C(C)C)C(C)C.[CH3:36][S:37]([N:40]1[CH2:44][CH:43]=[CH:42][CH2:41]1)(=[O:39])=[O:38], predict the reaction product. The product is: [CH3:36][S:37]([N:40]1[CH2:44][CH2:43][C:42]([C:2]2[CH:3]=[CH:4][CH:5]=[C:6]3[C:11]=2[N:10]=[C:9]([NH:12][C@H:13]2[CH2:18][CH2:17][C@H:16]([OH:19])[CH2:15][CH2:14]2)[N:8]=[CH:7]3)=[CH:41]1)(=[O:39])=[O:38].